This data is from Acute oral toxicity (LD50) regression data from Zhu et al.. The task is: Regression/Classification. Given a drug SMILES string, predict its toxicity properties. Task type varies by dataset: regression for continuous values (e.g., LD50, hERG inhibition percentage) or binary classification for toxic/non-toxic outcomes (e.g., AMES mutagenicity, cardiotoxicity, hepatotoxicity). Dataset: ld50_zhu. (1) The molecule is CCC1(CC)COC(=O)NC1=O. The rat oral LD50 is 3.38, given as -log10 of the dose in mol/kg body weight (higher means more acutely toxic). (2) The drug is CCC1OC(C)SC1=NOC(=O)NC. The rat oral LD50 is 4.16, given as -log10 of the dose in mol/kg body weight (higher means more acutely toxic). (3) The molecule is O=[N+]([O-])N=C1NCCN1Cc1ccc(Cl)nc1. The rat oral LD50 is 2.79, given as -log10 of the dose in mol/kg body weight (higher means more acutely toxic). (4) The compound is CC(=O)c1ccc(O)c(C(N)=O)c1. The rat oral LD50 is 2.02, given as -log10 of the dose in mol/kg body weight (higher means more acutely toxic). (5) The drug is CC(=O)O[Si](C)(OC(C)=O)OC(C)=O. The rat oral LD50 is 2.03, given as -log10 of the dose in mol/kg body weight (higher means more acutely toxic). (6) The compound is C#CCOP(=O)(OCCC)c1ccccc1. The rat oral LD50 is 2.82, given as -log10 of the dose in mol/kg body weight (higher means more acutely toxic). (7) The drug is Cc1ccccc1N=Nc1c(N)ccc2ccccc12. The rat oral LD50 is 3.34, given as -log10 of the dose in mol/kg body weight (higher means more acutely toxic). (8) The compound is Cc1ccc(C)c(CCNC(N)=O)c1. The rat oral LD50 is 1.92, given as -log10 of the dose in mol/kg body weight (higher means more acutely toxic). (9) The drug is NCCNCCNCCO. The rat oral LD50 is 1.50, given as -log10 of the dose in mol/kg body weight (higher means more acutely toxic). (10) The compound is CC(C(O)c1ccccc1)N(C)CCC#N. The rat oral LD50 is 2.37, given as -log10 of the dose in mol/kg body weight (higher means more acutely toxic).